This data is from Full USPTO retrosynthesis dataset with 1.9M reactions from patents (1976-2016). The task is: Predict the reactants needed to synthesize the given product. (1) Given the product [C:1]([NH:9][C@H:10]1[CH2:15][CH2:14][CH2:13][CH2:12][C@@H:11]1[C:16]([O:18][CH3:20])=[O:17])(=[O:8])[C:2]1[CH:3]=[CH:4][CH:5]=[CH:6][CH:7]=1, predict the reactants needed to synthesize it. The reactants are: [C:1]([NH:9][C@H:10]1[CH2:15][CH2:14][CH2:13][CH2:12][C@H:11]1[C:16]([OH:18])=[O:17])(=[O:8])[C:2]1[CH:7]=[CH:6][CH:5]=[CH:4][CH:3]=1.Cl.[CH3:20]N(C)CCCN=C=NCC.C[O-].[Na+].Cl. (2) Given the product [F:1][C:2]1[CH:3]=[CH:4][C:5]([C:8]2[O:9][CH:10]=[C:11]([C:13]([OH:33])([CH3:34])[CH2:14][NH:15][C:16](=[O:32])[C:17]3[CH:22]=[CH:21][CH:20]=[C:19]([C:23]4[N:27]=[C:26]([C:28]([F:30])([F:29])[F:31])[O:25][N:24]=4)[CH:18]=3)[N:12]=2)=[CH:6][CH:7]=1, predict the reactants needed to synthesize it. The reactants are: [F:1][C:2]1[CH:7]=[CH:6][C:5]([C:8]2[O:9][CH:10]=[C:11]([C:13](=[O:33])[CH2:14][NH:15][C:16](=[O:32])[C:17]3[CH:22]=[CH:21][CH:20]=[C:19]([C:23]4[N:27]=[C:26]([C:28]([F:31])([F:30])[F:29])[O:25][N:24]=4)[CH:18]=3)[N:12]=2)=[CH:4][CH:3]=1.[CH3:34][Mg]Cl. (3) Given the product [NH2:7][C:5]([CH:4]1[CH2:8][CH2:9][N:1]([C:15]([O:14][C:10]([CH3:13])([CH3:12])[CH3:11])=[O:16])[CH2:2][CH2:3]1)=[O:6], predict the reactants needed to synthesize it. The reactants are: [NH:1]1[CH2:9][CH2:8][CH:4]([C:5]([NH2:7])=[O:6])[CH2:3][CH2:2]1.[C:10]([O:14][C:15](O[C:15]([O:14][C:10]([CH3:13])([CH3:12])[CH3:11])=[O:16])=[O:16])([CH3:13])([CH3:12])[CH3:11].